From a dataset of Full USPTO retrosynthesis dataset with 1.9M reactions from patents (1976-2016). Predict the reactants needed to synthesize the given product. The reactants are: [Br:1][C:2]1[CH:3]=[C:4]([CH2:14][O:15][C:16]2[CH:21]=[CH:20][C:19]([N+:22]([O-])=O)=[CH:18][CH:17]=2)[C:5]([O:12][CH3:13])=[C:6]([C:8]([CH3:11])([CH3:10])[CH3:9])[CH:7]=1.[NH4+].[Cl-]. Given the product [Br:1][C:2]1[CH:7]=[C:6]([C:8]([CH3:11])([CH3:10])[CH3:9])[C:5]([O:12][CH3:13])=[C:4]([CH:3]=1)[CH2:14][O:15][C:16]1[CH:17]=[CH:18][C:19]([NH2:22])=[CH:20][CH:21]=1, predict the reactants needed to synthesize it.